This data is from Full USPTO retrosynthesis dataset with 1.9M reactions from patents (1976-2016). The task is: Predict the reactants needed to synthesize the given product. (1) Given the product [F:3][C:4]1[CH:5]=[CH:6][C:7]([C:10]2[N:11]=[C:12](/[CH:20]=[CH:21]/[C:22]3[CH:27]=[CH:26][C:25]([N:28]4[CH:32]=[C:31]([CH3:33])[N:30]=[CH:29]4)=[C:24]([O:34][CH3:35])[CH:23]=3)[N:13]3[CH2:18][CH2:17][N:16]([CH3:39])[C:15](=[O:19])[C:14]=23)=[CH:8][CH:9]=1, predict the reactants needed to synthesize it. The reactants are: [H-].[Na+].[F:3][C:4]1[CH:9]=[CH:8][C:7]([C:10]2[N:11]=[C:12](/[CH:20]=[CH:21]/[C:22]3[CH:27]=[CH:26][C:25]([N:28]4[CH:32]=[C:31]([CH3:33])[N:30]=[CH:29]4)=[C:24]([O:34][CH3:35])[CH:23]=3)[N:13]3[CH2:18][CH2:17][NH:16][C:15](=[O:19])[C:14]=23)=[CH:6][CH:5]=1.CI.O.[C:39](=O)(O)[O-].[Na+]. (2) Given the product [CH3:30][C:29]1[N:28]2[N:31]=[N:32][N:33]=[C:27]2[CH:26]=[CH:25][C:24]=1[C:9]1[CH:17]=[C:16]([C:18]([F:19])([F:20])[F:21])[CH:15]=[C:14]2[C:10]=1[CH:11]=[N:12][NH:13]2, predict the reactants needed to synthesize it. The reactants are: CC1(C)C(C)(C)OB([C:9]2[CH:17]=[C:16]([C:18]([F:21])([F:20])[F:19])[CH:15]=[C:14]3[C:10]=2[CH:11]=[N:12][NH:13]3)O1.Br[C:24]1[CH:25]=[CH:26][C:27]2[N:28]([N:31]=[N:32][N:33]=2)[C:29]=1[CH3:30].